From a dataset of Catalyst prediction with 721,799 reactions and 888 catalyst types from USPTO. Predict which catalyst facilitates the given reaction. (1) Reactant: [OH:1][C:2]1[C:11]2[N:10]=[C:9]([CH3:12])[CH:8]=[CH:7][C:6]=2[C:5]([S:13]([OH:16])(=[O:15])=[O:14])=[CH:4][CH:3]=1.[OH-].[K+].[Cl:19][O-].[Na+]. Product: [Cl:19][C:3]1[CH:4]=[C:5]([S:13]([OH:16])(=[O:15])=[O:14])[C:6]2[CH:7]=[CH:8][C:9]([CH3:12])=[N:10][C:11]=2[C:2]=1[OH:1]. The catalyst class is: 6. (2) Reactant: [C:1]([O:5][C:6]([CH:8]=P(C1C=CC=CC=1)(C1C=CC=CC=1)C1C=CC=CC=1)=[O:7])([CH3:4])([CH3:3])[CH3:2].[CH2:28]1[CH:35]2[CH:31]([CH2:32][C:33](=[O:36])[CH2:34]2)[CH2:30][C:29]1=O. Product: [O:36]=[C:33]1[CH2:34][CH:35]2[CH:31]([CH2:30][C:29](=[CH:8][C:6]([O:5][C:1]([CH3:2])([CH3:3])[CH3:4])=[O:7])[CH2:28]2)[CH2:32]1. The catalyst class is: 451. (3) Reactant: [Cl:1][C:2]1[CH:3]=[N:4][C:5]([N:8]2[CH2:17][CH2:16][C:11]3(OCC[O:12]3)[CH2:10][CH2:9]2)=[N:6][CH:7]=1.[OH-].[Na+]. Product: [Cl:1][C:2]1[CH:3]=[N:4][C:5]([N:8]2[CH2:17][CH2:16][C:11](=[O:12])[CH2:10][CH2:9]2)=[N:6][CH:7]=1. The catalyst class is: 33. (4) Reactant: [CH2:1]([C@H:8]1[CH2:12][O:11][C:10](=[O:13])[NH:9]1)[C:2]1[CH:7]=[CH:6][CH:5]=[CH:4][CH:3]=1.C([Li])CCC.[S:19]1[CH:23]=[CH:22][CH:21]=[C:20]1[CH2:24][C:25](Cl)=[O:26]. Product: [CH2:1]([C@H:8]1[CH2:12][O:11][C:10](=[O:13])[N:9]1[C:25](=[O:26])[CH2:24][C:20]1[S:19][CH:23]=[CH:22][CH:21]=1)[C:2]1[CH:3]=[CH:4][CH:5]=[CH:6][CH:7]=1. The catalyst class is: 1. (5) Reactant: [H-].[Al+3].[Li+].[H-].[H-].[H-].[F:7][C:8]1[CH:9]=[C:10]([CH:21]=[CH:22][CH:23]=1)[CH2:11][CH:12]1[CH2:17][CH2:16][CH2:15][N:14]([C:18](=O)[CH3:19])[CH2:13]1.O. Product: [CH2:18]([N:14]1[CH2:15][CH2:16][CH2:17][CH:12]([CH2:11][C:10]2[CH:21]=[CH:22][CH:23]=[C:8]([F:7])[CH:9]=2)[CH2:13]1)[CH3:19]. The catalyst class is: 1. (6) Product: [Br:44][C:45]1[CH:46]=[C:47]([C@H:51]([NH:53][C:36]([NH:20][C:19]2[CH:21]=[CH:22][C:16]([O:15][C:6]3[C:5]4[C:10](=[CH:11][C:12]([O:13][CH3:14])=[C:3]([O:2][CH3:1])[CH:4]=4)[N:9]=[CH:8][CH:7]=3)=[CH:17][C:18]=2[O:23][CH3:24])=[O:42])[CH3:52])[CH:48]=[CH:49][CH:50]=1. Reactant: [CH3:1][O:2][C:3]1[CH:4]=[C:5]2[C:10](=[CH:11][C:12]=1[O:13][CH3:14])[N:9]=[CH:8][CH:7]=[C:6]2[O:15][C:16]1[CH:22]=[CH:21][C:19]([NH2:20])=[C:18]([O:23][CH3:24])[CH:17]=1.C(N(CC)CC)C.ClC(Cl)(O[C:36](=[O:42])OC(Cl)(Cl)Cl)Cl.[Br:44][C:45]1[CH:46]=[C:47]([C@H:51]([NH2:53])[CH3:52])[CH:48]=[CH:49][CH:50]=1. The catalyst class is: 22. (7) Reactant: C(CC1C=CC(N([C@H:14]2[C:23]3[C:18](=[CH:19][CH:20]=[CH:21][CH:22]=3)[N:17]([C:24](=[O:33])[C:25]3[CH:30]=[CH:29][C:28]([O:31][CH3:32])=[CH:27][CH:26]=3)[C@@H:16]([CH3:34])[CH2:15]2)C(=O)C)=CC=1)#N.[C:35]([NH2:38])(=[O:37])[CH3:36].CN(C)C1C=C[C:44]([C:45](Cl)=[O:46])=CC=1.Cl[C:52]1[CH:57]=[CH:56][C:55](B(O)O)=[CH:54][CH:53]=1.[OH-:61].[K+]. Product: [C:35]([N:38]([C@H:14]1[C:23]2[C:18](=[CH:19][CH:20]=[CH:21][CH:22]=2)[N:17]([C:24](=[O:33])[C:25]2[CH:30]=[CH:29][C:28]([O:31][CH3:32])=[CH:27][CH:26]=2)[C@@H:16]([CH3:34])[CH2:15]1)[C:52]1[CH:57]=[CH:56][C:55]([CH2:44][C:45]([OH:46])=[O:61])=[CH:54][CH:53]=1)(=[O:37])[CH3:36]. The catalyst class is: 212.